Dataset: Forward reaction prediction with 1.9M reactions from USPTO patents (1976-2016). Task: Predict the product of the given reaction. (1) Given the reactants [Br:1][C:2]1[CH:9]=[CH:8][C:7]([Br:10])=[CH:6][C:3]=1[CH:4]=[O:5].[C:11](O)(C(F)(F)F)=O.[CH2:18]([OH:22])[CH2:19][CH:20]=C.[OH-].[Na+].O[Li].O, predict the reaction product. The product is: [Br:1][C:2]1[CH:9]=[CH:8][C:7]([Br:10])=[CH:6][C:3]=1[CH:4]1[CH2:11][CH:18]([OH:22])[CH2:19][CH2:20][O:5]1. (2) Given the reactants [CH3:1][CH:2]([CH3:6])[C:3](Cl)=[O:4].[CH3:7][C:8]1[N:12]([C:13]2[CH:18]=[CH:17][C:16]([C:19]([F:22])([F:21])[F:20])=[CH:15][N:14]=2)[N:11]=[CH:10][C:9]=1[C:23]([NH:25][C:26]1[CH:27]=[N:28][C:29]([CH:33]2[CH2:38][CH2:37][NH:36][CH2:35][CH2:34]2)=[C:30]([CH3:32])[CH:31]=1)=[O:24].N1C=CC=CC=1.C(N(CC)CC)C, predict the reaction product. The product is: [CH3:7][C:8]1[N:12]([C:13]2[CH:18]=[CH:17][C:16]([C:19]([F:21])([F:22])[F:20])=[CH:15][N:14]=2)[N:11]=[CH:10][C:9]=1[C:23]([NH:25][C:26]1[CH:27]=[N:28][C:29]([CH:33]2[CH2:34][CH2:35][N:36]([C:3](=[O:4])[CH:2]([CH3:6])[CH3:1])[CH2:37][CH2:38]2)=[C:30]([CH3:32])[CH:31]=1)=[O:24]. (3) Given the reactants [C:1]([C:3]1[C:8]2[N:9]=[C:10]([N:12]([CH3:21])[CH2:13][CH2:14][CH2:15][C:16]([N:18]([CH3:20])[CH3:19])=[O:17])[O:11][C:7]=2[C:6](F)=[C:5]([C:23]2[CH:28]=[CH:27][CH:26]=[CH:25][CH:24]=2)[C:4]=1[CH3:29])#[N:2].C(N(CC)CC)C.[CH3:37][N:38]([CH3:44])[C@H:39]1[CH2:43][CH2:42][NH:41][CH2:40]1, predict the reaction product. The product is: [C:1]([C:3]1[C:8]2[N:9]=[C:10]([N:12]([CH3:21])[CH2:13][CH2:14][CH2:15][C:16]([N:18]([CH3:20])[CH3:19])=[O:17])[O:11][C:7]=2[C:6]([N:41]2[CH2:42][CH2:43][C@H:39]([N:38]([CH3:44])[CH3:37])[CH2:40]2)=[C:5]([C:23]2[CH:28]=[CH:27][CH:26]=[CH:25][CH:24]=2)[C:4]=1[CH3:29])#[N:2]. (4) Given the reactants [F:1][C:2]1[CH:3]=[CH:4][C:5](B(O)O)=[C:6]2[C:10]=1[C@H:9]([O:11][C:12]1[CH:25]=[CH:24][C:15]3[C@H:16]([CH2:19][C:20]([O:22][CH3:23])=[O:21])[CH2:17][O:18][C:14]=3[CH:13]=1)[CH2:8][CH2:7]2.[CH3:29][C:30]1[S:31][CH:32]=[C:33]([C:35]2[CH:40]=[CH:39][C:38]([OH:41])=[CH:37][CH:36]=2)[N:34]=1, predict the reaction product. The product is: [CH3:23][O:22][C:20](=[O:21])[CH2:19][C@H:16]1[C:15]2[CH:24]=[CH:25][C:12]([O:11][C@H:9]3[C:10]4[C:6](=[C:5]([O:41][C:38]5[CH:37]=[CH:36][C:35]([C:33]6[N:34]=[C:30]([CH3:29])[S:31][CH:32]=6)=[CH:40][CH:39]=5)[CH:4]=[CH:3][C:2]=4[F:1])[CH2:7][CH2:8]3)=[CH:13][C:14]=2[O:18][CH2:17]1. (5) Given the reactants C[Si](Cl)(C)C.[C:6]1([CH2:22][O:23][C@@H:24]2[C@H:28]([OH:29])[C@@H:27]([CH2:30][OH:31])[O:26][C@H:25]2[N:32]2[C:42]3[N:41]=[C:39]([NH2:40])[NH:38][C:36](=[O:37])[C:35]=3[N:34]=[CH:33]2)[C:19]2[C:20]3=[C:21]4[C:16](=[CH:17][CH:18]=2)[CH:15]=[CH:14][CH:13]=[C:12]4[CH:11]=[CH:10][C:9]3=[CH:8][CH:7]=1.[C:43](Cl)(=[O:47])[CH:44]([CH3:46])[CH3:45].N, predict the reaction product. The product is: [C:6]1([CH2:22][O:23][C@@H:24]2[C@H:28]([OH:29])[C@@H:27]([CH2:30][OH:31])[O:26][C@H:25]2[N:32]2[C:42]3[N:41]=[C:39]([NH:40][C:43](=[O:47])[CH:44]([CH3:46])[CH3:45])[NH:38][C:36](=[O:37])[C:35]=3[N:34]=[CH:33]2)[C:19]2[C:20]3=[C:21]4[C:16](=[CH:17][CH:18]=2)[CH:15]=[CH:14][CH:13]=[C:12]4[CH:11]=[CH:10][C:9]3=[CH:8][CH:7]=1. (6) The product is: [NH2:1][C:4]1[CH:5]=[N:6][C:7]2[C:12]([C:13]=1[NH:14][CH2:15][CH2:16][CH2:17][CH2:18][NH:19][C:20](=[O:26])[O:21][C:22]([CH3:24])([CH3:23])[CH3:25])=[CH:11][CH:10]=[CH:9][CH:8]=2. Given the reactants [N+:1]([C:4]1[CH:5]=[N:6][C:7]2[C:12]([C:13]=1[NH:14][CH2:15][CH2:16][CH2:17][CH2:18][NH:19][C:20](=[O:26])[O:21][C:22]([CH3:25])([CH3:24])[CH3:23])=[CH:11][CH:10]=[CH:9][CH:8]=2)([O-])=O, predict the reaction product.